Dataset: Reaction yield outcomes from USPTO patents with 853,638 reactions. Task: Predict the reaction yield, written as a fraction of the theoretical maximum amount of product (1.0 means a 100% yield; for example, 0.34 means a 34% yield). (1) The reactants are Br[C:2]1[CH:3]=[N:4][CH:5]=[C:6]2[C:11]=1[N:10]=[C:9]([C:12]([OH:14])=[O:13])[CH:8]=[CH:7]2.[Cl:15][C:16]1[CH:21]=[CH:20][C:19](B(O)O)=[CH:18][CH:17]=1.C(=O)([O-])[O-].[Cs+].[Cs+]. The catalyst is O1CCOCC1.O.C1(P([C-]2C=CC=C2)C2C=CC=CC=2)C=CC=CC=1.[C-]1(P(C2C=CC=CC=2)C2C=CC=CC=2)C=CC=C1.[Fe+2].[Pd](Cl)Cl. The product is [Cl:15][C:16]1[CH:21]=[CH:20][C:19]([C:2]2[CH:3]=[N:4][CH:5]=[C:6]3[C:11]=2[N:10]=[C:9]([C:12]([OH:14])=[O:13])[CH:8]=[CH:7]3)=[CH:18][CH:17]=1. The yield is 0.940. (2) The reactants are [CH3:1][C:2]1[C:3]([C:11]2[S:15][C:14]([C:16]([OH:18])=O)=[CH:13][CH:12]=2)=[N:4][O:5][C:6]=1[C:7]([F:10])([F:9])[F:8].Cl.[CH3:20][NH:21][CH3:22]. The catalyst is C(N(CC)CC)C. The product is [CH3:20][N:21]([CH3:22])[C:16]([C:14]1[S:15][C:11]([C:3]2[C:2]([CH3:1])=[C:6]([C:7]([F:10])([F:9])[F:8])[O:5][N:4]=2)=[CH:12][CH:13]=1)=[O:18]. The yield is 0.720. (3) The reactants are [CH3:1][N:2]1[C:6]([CH2:7][NH:8][C:9]2[CH:10]=[C:11]([CH:26]=[CH:27][CH:28]=2)[C:12]([C:14]2[CH:22]=[C:21]3[C:17]([C:18](=[CH:24]O)[C:19](=[O:23])[NH:20]3)=[CH:16][CH:15]=2)=[O:13])=[CH:5][C:4]([CH3:29])=[N:3]1.[CH3:30][N:31]1[CH2:36][CH2:35][N:34]([C:37]2[CH:42]=[CH:41][C:40]([NH2:43])=[CH:39][CH:38]=2)[CH2:33][CH2:32]1. The catalyst is C1COCC1. The product is [CH3:1][N:2]1[C:6]([CH2:7][NH:8][C:9]2[CH:10]=[C:11]([CH:26]=[CH:27][CH:28]=2)[C:12]([C:14]2[CH:22]=[C:21]3[C:17](/[C:18](=[CH:24]/[NH:43][C:40]4[CH:39]=[CH:38][C:37]([N:34]5[CH2:33][CH2:32][N:31]([CH3:30])[CH2:36][CH2:35]5)=[CH:42][CH:41]=4)/[C:19](=[O:23])[NH:20]3)=[CH:16][CH:15]=2)=[O:13])=[CH:5][C:4]([CH3:29])=[N:3]1. The yield is 0.390. (4) The yield is 0.200. The reactants are [F:1][C:2]1[C:3]([CH3:12])=[C:4]([C:10]#[N:11])[C:5](=[O:9])[NH:6][C:7]=1[CH3:8]. The product is [NH2:11][CH2:10][C:4]1[C:5](=[O:9])[NH:6][C:7]([CH3:8])=[C:2]([F:1])[C:3]=1[CH3:12]. The catalyst is N.CO.